From a dataset of Forward reaction prediction with 1.9M reactions from USPTO patents (1976-2016). Predict the product of the given reaction. (1) Given the reactants [F:1][C:2]([F:30])([C:16]1[CH:17]=[C:18]2[C:23](=[CH:24][CH:25]=1)[C:22]([CH3:27])([CH3:26])[CH2:21][CH2:20][C:19]2([CH3:29])[CH3:28])[C:3]([NH:5][C:6]1[CH:15]=[CH:14][C:9]([C:10]([O:12]C)=[O:11])=[CH:8][CH:7]=1)=[O:4].O.[OH-].[Na+], predict the reaction product. The product is: [F:1][C:2]([F:30])([C:16]1[CH:17]=[C:18]2[C:23](=[CH:24][CH:25]=1)[C:22]([CH3:26])([CH3:27])[CH2:21][CH2:20][C:19]2([CH3:29])[CH3:28])[C:3]([NH:5][C:6]1[CH:7]=[CH:8][C:9]([C:10]([OH:12])=[O:11])=[CH:14][CH:15]=1)=[O:4]. (2) Given the reactants [P:1]([O:13][CH2:14][CH2:15][NH:16][CH2:17]C)([O:8][C:9]([CH3:12])([CH3:11])[CH3:10])([O:3][C:4]([CH3:7])([CH3:6])[CH3:5])=[O:2].C(OP(OCCN(C)C(=O)OCC1C=CC=CC=1)(OC(C)(C)C)=O)(C)(C)C, predict the reaction product. The product is: [P:1]([O:13][CH2:14][CH2:15][NH:16][CH3:17])([O:3][C:4]([CH3:5])([CH3:6])[CH3:7])([O:8][C:9]([CH3:10])([CH3:11])[CH3:12])=[O:2]. (3) The product is: [CH3:1][C@H:2]([O:6][C:7]1[N:15]=[C:14]2[C:10]([N:11]=[C:12]([O:26][CH3:27])[N:13]2[CH2:16][CH2:17][CH2:18][CH2:19][NH:20][C@H:21]2[CH2:25][CH2:24][O:23][CH2:22]2)=[C:9]([NH2:28])[N:8]=1)[CH2:3][CH2:4][CH3:5]. Given the reactants [CH3:1][C@H:2]([O:6][C:7]1[N:15]=[C:14]2[C:10]([N:11]=[C:12]([O:26][CH3:27])[N:13]2[CH2:16][CH2:17][CH2:18][CH2:19][NH:20][C@@H:21]2[CH2:25][CH2:24][O:23][CH2:22]2)=[C:9]([NH2:28])[N:8]=1)[CH2:3][CH2:4][CH3:5].ClCCCCN1C(OC)=NC2C1=NC(O[C@@H](C)CCC)=NC=2N.O1CC[C@H](N)C1, predict the reaction product. (4) The product is: [F:28][C:25]1[CH:26]=[CH:27][C:22]([CH2:21][NH:20][C:18](=[O:19])[C:17]2[CH:29]=[CH:30][C:14]([S:11]([N:4]3[C:5]4[C:10](=[CH:9][CH:8]=[CH:7][CH:6]=4)[C:2]([N:31]4[CH2:36][CH2:35][CH2:34][CH2:33][CH2:32]4)=[N:3]3)(=[O:13])=[O:12])=[CH:15][CH:16]=2)=[CH:23][CH:24]=1. Given the reactants Cl[C:2]1[C:10]2[C:5](=[CH:6][CH:7]=[CH:8][CH:9]=2)[N:4]([S:11]([C:14]2[CH:30]=[CH:29][C:17]([C:18]([NH:20][CH2:21][C:22]3[CH:27]=[CH:26][C:25]([F:28])=[CH:24][CH:23]=3)=[O:19])=[CH:16][CH:15]=2)(=[O:13])=[O:12])[N:3]=1.[NH:31]1[CH2:36][CH2:35][CH2:34][CH2:33][CH2:32]1, predict the reaction product. (5) Given the reactants Cl[C:2]1[C:7]([F:8])=[C:6]([Cl:9])[N:5]=[CH:4][N:3]=1.C(=O)([O-])[O-].Cl.[CH3:15][CH:16]1[CH2:22][CH2:21][CH:20]([CH3:23])[CH2:19][CH2:18][NH:17]1.[Cl-].[NH4+], predict the reaction product. The product is: [Cl:9][C:6]1[N:5]=[CH:4][N:3]=[C:2]([N:17]2[CH2:18][CH2:19][CH:20]([CH3:23])[CH2:21][CH2:22][CH:16]2[CH3:15])[C:7]=1[F:8]. (6) Given the reactants [CH3:1][O:2][C:3]([C:5]1[S:6][CH:7]=[CH:8][C:9]=1OS(C1C=CC(C)=CC=1)(=O)=O)=[O:4].[C:21]1([C:27]#[CH:28])[CH:26]=[CH:25][CH:24]=[CH:23][CH:22]=1, predict the reaction product. The product is: [CH3:1][O:2][C:3]([C:5]1[S:6][CH:7]=[CH:8][C:9]=1[C:28]#[C:27][C:21]1[CH:26]=[CH:25][CH:24]=[CH:23][CH:22]=1)=[O:4]. (7) Given the reactants C(O[C:4]([C:6]1([CH2:19][CH2:20]OC)[CH2:11][CH2:10][N:9](C(OC(C)(C)C)=O)[CH2:8][CH2:7]1)=[O:5])C.[Cl-].C[Al+]C.[CH2:27]([C:29]1[CH:34]=[CH:33][C:32]([NH2:35])=[CH:31][CH:30]=1)[CH3:28], predict the reaction product. The product is: [CH2:27]([C:29]1[CH:34]=[CH:33][C:32]([N:35]2[CH2:20][CH2:19][C:6]3([CH2:7][CH2:8][NH:9][CH2:10][CH2:11]3)[C:4]2=[O:5])=[CH:31][CH:30]=1)[CH3:28].